Task: Predict the product of the given reaction.. Dataset: Forward reaction prediction with 1.9M reactions from USPTO patents (1976-2016) (1) Given the reactants [Cl:1][C:2]1[CH:18]=[C:17]([C:19]#[N:20])[CH:16]=[C:15]([Cl:21])[C:3]=1[C:4]([NH:6][C:7]1[C:12]([F:13])=[CH:11][N:10]=[CH:9][C:8]=1[F:14])=O.S(Cl)([Cl:24])=O, predict the reaction product. The product is: [Cl:1][C:2]1[CH:18]=[C:17]([C:19]#[N:20])[CH:16]=[C:15]([Cl:21])[C:3]=1[C:4]([Cl:24])=[N:6][C:7]1[C:12]([F:13])=[CH:11][N:10]=[CH:9][C:8]=1[F:14]. (2) Given the reactants [CH3:1][C:2]([CH3:18])([CH3:17])[CH2:3][N:4]1[C:12]2[C:7](=[C:8]([CH2:14][CH2:15][CH3:16])[C:9]([OH:13])=[CH:10][CH:11]=2)[CH:6]=[CH:5]1.Br[CH2:20][CH2:21][CH2:22][CH2:23][O:24][C:25]1[CH:32]=[CH:31][C:28]([C:29]#[N:30])=[CH:27][CH:26]=1.C([O-])([O-])=O.[K+].[K+].C[Si]([N:43]=[N+:44]=[N-:45])(C)C.C([Sn](=O)CCCC)CCC, predict the reaction product. The product is: [CH3:1][C:2]([CH3:17])([CH3:18])[CH2:3][N:4]1[C:12]2[C:7](=[C:8]([CH2:14][CH2:15][CH3:16])[C:9]([O:13][CH2:20][CH2:21][CH2:22][CH2:23][O:24][C:25]3[CH:32]=[CH:31][C:28]([C:29]4[NH:45][N:44]=[N:43][N:30]=4)=[CH:27][CH:26]=3)=[CH:10][CH:11]=2)[CH:6]=[CH:5]1. (3) Given the reactants [CH2:1]([O:8][C:9]([N:11]([CH3:33])[N:12]1[C:21]([C:22]([OH:24])=[O:23])=[C:20]([C:25]2[CH:30]=[CH:29][CH:28]=[CH:27][CH:26]=2)[C:19]2[C:14](=[CH:15][CH:16]=[C:17]([Cl:31])[CH:18]=2)[C:13]1=[O:32])=[O:10])[C:2]1[CH:7]=[CH:6][CH:5]=[CH:4][CH:3]=1.[C:34]([O:38][C:39](=[O:44])[NH:40][CH2:41][CH2:42]O)([CH3:37])([CH3:36])[CH3:35], predict the reaction product. The product is: [C:34]([O:38][C:39]([NH:40][CH2:41][CH2:42][O:23][C:22]([C:21]1[N:12]([N:11]([C:9]([O:8][CH2:1][C:2]2[CH:7]=[CH:6][CH:5]=[CH:4][CH:3]=2)=[O:10])[CH3:33])[C:13](=[O:32])[C:14]2[C:19]([C:20]=1[C:25]1[CH:30]=[CH:29][CH:28]=[CH:27][CH:26]=1)=[CH:18][C:17]([Cl:31])=[CH:16][CH:15]=2)=[O:24])=[O:44])([CH3:37])([CH3:36])[CH3:35]. (4) Given the reactants Br[C:2]1[CH:3]=[C:4]([CH:11]=[CH:12][C:13]=1[Cl:14])[C:5]([NH:7][CH:8]1[CH2:10][CH2:9]1)=[O:6].C1(C[C:19]2[CH:27]=[C:26](B3OC(C)(C)C(C)(C)O3)[CH:25]=[CH:24][C:20]=2C(N)=O)CC1.[C:37](=O)([O-])[O-].[Na+].[Na+].C(O[CH2:47][CH3:48])(=O)C.[CH3:49][N:50]([CH:52]=[O:53])C, predict the reaction product. The product is: [Cl:14][C:13]1[C:2]([C:19]2[CH:27]=[CH:26][C:25]([C:52]([NH:50][CH2:49][CH:48]3[CH2:47][CH2:37]3)=[O:53])=[CH:24][CH:20]=2)=[CH:3][C:4]([C:5]([NH:7][CH:8]2[CH2:10][CH2:9]2)=[O:6])=[CH:11][CH:12]=1. (5) The product is: [NH2:8][C:5]1[CH:6]=[CH:7][C:2]([F:1])=[C:3]([N:12]2[C:16](=[O:17])[N:15]([CH3:18])[N:14]=[N:13]2)[C:4]=1[F:11]. Given the reactants [F:1][C:2]1[CH:7]=[CH:6][C:5]([N+:8]([O-])=O)=[C:4]([F:11])[C:3]=1[N:12]1[C:16](=[O:17])[N:15]([CH3:18])[N:14]=[N:13]1.[Cl-].[NH4+], predict the reaction product. (6) Given the reactants C[O:2][C:3]([CH:5]1[O:9][C:8]2[CH:10]=[C:11]([Cl:15])[CH:12]=[C:13]([Br:14])[C:7]=2[O:6]1)=O.[BH4-].[Na+], predict the reaction product. The product is: [Br:14][C:13]1[C:7]2[O:6][CH:5]([CH2:3][OH:2])[O:9][C:8]=2[CH:10]=[C:11]([Cl:15])[CH:12]=1. (7) Given the reactants [C:1]([CH2:4][C:5]1[CH:13]=[C:12]([F:14])[CH:11]=[CH:10][C:6]=1[C:7](O)=[O:8])(O)=[O:2].[NH2:15]C(N)=O, predict the reaction product. The product is: [F:14][C:12]1[CH:13]=[C:5]2[C:6](=[CH:10][CH:11]=1)[C:7](=[O:8])[NH:15][C:1](=[O:2])[CH2:4]2. (8) Given the reactants Cl.[OH:2][C:3]([CH3:22])([CH3:21])[CH2:4][N:5]1[CH:9]=[CH:8][C:7]([NH:10][C:11](=[O:20])[C@@H:12]([NH2:19])[CH2:13][C@@H:14]([O:16][CH2:17][CH3:18])[CH3:15])=[N:6]1.C(N(CC)C(C)C)(C)C.OC(C)(C)CN1C=CC(NC(=O)[C@@H](N2[CH2:51][C:50]([O:52][C:53]3[CH:58]=[CH:57][CH:56]=[C:55]([O:59][CH2:60][CH3:61])[C:54]=3[F:62])=[CH:49][C:48]2=[O:63])CC(C)C)=N1, predict the reaction product. The product is: [OH:2][C:3]([CH3:22])([CH3:21])[CH2:4][N:5]1[CH:9]=[CH:8][C:7]([NH:10][C:11](=[O:20])[C@@H:12]([N:19]2[CH2:51][C:50]([O:52][C:53]3[CH:58]=[CH:57][CH:56]=[C:55]([O:59][CH2:60][CH3:61])[C:54]=3[F:62])=[CH:49][C:48]2=[O:63])[CH2:13][C@@H:14]([O:16][CH2:17][CH3:18])[CH3:15])=[N:6]1.